From a dataset of Forward reaction prediction with 1.9M reactions from USPTO patents (1976-2016). Predict the product of the given reaction. (1) Given the reactants Br[C:2]1[C:3]([C:25]2[CH:30]=[CH:29][N:28]=[CH:27][CH:26]=2)=[C:4]([C:17]2[CH:22]=[CH:21][C:20]([F:23])=[C:19]([F:24])[CH:18]=2)[N:5]([Si](C(C)C)(C(C)C)C(C)C)[CH:6]=1.[CH3:31][C:32]1[CH:33]=[C:34]([C@H:38]2[CH2:46][N:45]3[C@H:40]([CH2:41][C:42](=O)[CH2:43][CH2:44]3)[CH2:39]2)[CH:35]=[CH:36][CH:37]=1.C(OCC)(=O)C.C(N)(C)C, predict the reaction product. The product is: [F:24][C:19]1[CH:18]=[C:17]([C:4]2[NH:5][CH:6]=[C:2]([C:42]3[CH2:43][CH2:44][N:45]4[C@H:40]([CH:41]=3)[CH2:39][C@@H:38]([C:34]3[CH:35]=[CH:36][CH:37]=[C:32]([CH3:31])[CH:33]=3)[CH2:46]4)[C:3]=2[C:25]2[CH:30]=[CH:29][N:28]=[CH:27][CH:26]=2)[CH:22]=[CH:21][C:20]=1[F:23]. (2) Given the reactants [C:1](OC(=O)N([C@H]1C[C@@H](N2C=NC3C2=NC(Cl)=NC=3NC(CC)CC)C=C1)C(=O)CC)(C)(C)[CH3:2].COC1C=C[C:39]([CH:42]([NH:51][C:52]2[N:60]=[C:59]([Cl:61])[N:58]=[C:57]3[C:53]=2[N:54]=[CH:55][N:56]3[C@@H:62]2[CH2:66][C@H:65]([N:67]([C:75](OC(C)(C)C)=[O:76])[C:68]([O:70][C:71]([CH3:74])([CH3:73])[CH3:72])=[O:69])[C@@H:64]([OH:82])[C@H:63]2[OH:83])[C:43]2[CH:48]=CC(OC)=CC=2)=[CH:38]C=1, predict the reaction product. The product is: [C:71]([O:70][C:68](=[O:69])[N:67]([C@H:65]1[CH2:66][C@@H:62]([N:56]2[CH:55]=[N:54][C:53]3[C:57]2=[N:58][C:59]([Cl:61])=[N:60][C:52]=3[NH:51][CH:42]([CH2:43][CH3:48])[CH2:39][CH3:38])[C@H:63]([OH:83])[C@@H:64]1[OH:82])[C:75](=[O:76])[CH2:1][CH3:2])([CH3:72])([CH3:74])[CH3:73]. (3) Given the reactants [F:1][C:2]1[CH:3]=[C:4]([N:21]2[CH2:25][C@H:24]([CH2:26][NH:27][C:28](=[O:34])[O:29][C:30]([CH3:33])([CH3:32])[CH3:31])[O:23][C:22]2=[O:35])[CH:5]=[CH:6][C:7]=1[C:8]([NH:10][NH:11][C:12](=O)[CH2:13][C:14]1[CH:19]=[CH:18][CH:17]=[CH:16][N:15]=1)=O.COC1C=CC(P2(SP(C3C=CC(OC)=CC=3)(=S)S2)=[S:45])=CC=1, predict the reaction product. The product is: [F:1][C:2]1[CH:3]=[C:4]([N:21]2[CH2:25][C@H:24]([CH2:26][NH:27][C:28](=[O:34])[O:29][C:30]([CH3:33])([CH3:32])[CH3:31])[O:23][C:22]2=[O:35])[CH:5]=[CH:6][C:7]=1[C:8]1[S:45][C:12]([CH2:13][C:14]2[CH:19]=[CH:18][CH:17]=[CH:16][N:15]=2)=[N:11][N:10]=1. (4) The product is: [Br:1][C:2]1[CH:15]=[CH:14][C:5]2[N:6]([CH3:13])[C:7](=[O:12])[N:8]([CH3:16])[S:9](=[O:10])(=[O:11])[C:4]=2[CH:3]=1. Given the reactants [Br:1][C:2]1[CH:15]=[CH:14][C:5]2[N:6]([CH3:13])[C:7](=[O:12])[NH:8][S:9](=[O:11])(=[O:10])[C:4]=2[CH:3]=1.[CH3:16]CN(C(C)C)C(C)C.CI, predict the reaction product. (5) Given the reactants [CH3:1][C:2]1[CH:20]=[CH:19][C:5]([CH2:6][N:7]2[CH2:12][CH2:11][N:10]([CH2:13][C:14](OCC)=[O:15])[CH2:9][CH2:8]2)=[CH:4][CH:3]=1.[NH2:21][NH2:22], predict the reaction product. The product is: [CH3:1][C:2]1[CH:20]=[CH:19][C:5]([CH2:6][N:7]2[CH2:12][CH2:11][N:10]([CH2:13][C:14]([NH:21][NH2:22])=[O:15])[CH2:9][CH2:8]2)=[CH:4][CH:3]=1. (6) Given the reactants Br[C:2]1[C:3]2[CH2:10][CH2:9][CH:8]([NH:11][C:12](=[O:15])[CH2:13][CH3:14])[C:4]=2[CH:5]=[N:6][CH:7]=1.[F:16][C:17]([F:28])([F:27])[C:18]1[CH:23]=[CH:22][C:21](B(O)O)=[CH:20][CH:19]=1, predict the reaction product. The product is: [F:16][C:17]([F:28])([F:27])[C:18]1[CH:23]=[CH:22][C:21]([C:2]2[C:3]3[CH2:10][CH2:9][CH:8]([NH:11][C:12](=[O:15])[CH2:13][CH3:14])[C:4]=3[CH:5]=[N:6][CH:7]=2)=[CH:20][CH:19]=1. (7) Given the reactants [NH:1]1[CH:5]=[C:4]([C:6]([O:8][CH:9]([CH3:11])[CH3:10])=[O:7])[N:3]=[CH:2]1.[CH:12]1[C:17]2[CH2:18][CH2:19][CH2:20][CH2:21][CH:22](O)[C:16]=2[CH:15]=[CH:14][CH:13]=1.C1(P(C2C=CC=CC=2)C2C=CC=CC=2)C=CC=CC=1.N(C(OC(C)C)=O)=NC(OC(C)C)=O, predict the reaction product. The product is: [CH:9]([O:8][C:6]([C:4]1[N:3]([CH:18]2[C:17]3[CH:12]=[CH:13][CH:14]=[CH:15][C:16]=3[CH2:22][CH2:21][CH2:20][CH2:19]2)[CH:2]=[N:1][CH:5]=1)=[O:7])([CH3:11])[CH3:10]. (8) Given the reactants CS(Cl)(=O)=O.[CH2:6]([C:8]1[N:9]=[N+:10]([O-:23])[C:11]2[CH:20]=[C:19]3[C:15]([CH2:16][CH:17]([CH2:21]O)[CH2:18]3)=[CH:14][C:12]=2[N:13]=1)[CH3:7].CCN(C(C)C)C(C)C.[NH:33]1[CH2:38][CH2:37][O:36][CH2:35][CH2:34]1, predict the reaction product. The product is: [CH2:6]([C:8]1[N:9]=[N+:10]([O-:23])[C:11]2[CH:20]=[C:19]3[C:15]([CH2:16][CH:17]([CH2:21][N:33]4[CH2:38][CH2:37][O:36][CH2:35][CH2:34]4)[CH2:18]3)=[CH:14][C:12]=2[N:13]=1)[CH3:7]. (9) Given the reactants [F:1][C:2]1[C:12]2[C:11](=[O:13])[CH2:10][CH2:9][CH2:8][CH2:7][C:6]=2[CH:5]=[C:4]([N:14]2[CH2:18][C@H:17]([CH2:19][NH:20][C:21](=[O:23])[CH3:22])[O:16][C:15]2=[O:24])[CH:3]=1.CO[CH:27](OC)[N:28]([CH3:30])[CH3:29], predict the reaction product. The product is: [CH3:27][N:28]([CH:30]=[C:10]1[CH2:9][CH2:8][CH2:7][C:6]2[CH:5]=[C:4]([N:14]3[CH2:18][C@H:17]([CH2:19][NH:20][C:21](=[O:23])[CH3:22])[O:16][C:15]3=[O:24])[CH:3]=[C:2]([F:1])[C:12]=2[C:11]1=[O:13])[CH3:29]. (10) Given the reactants Cl.[NH:2]=[C:3](OC)[C:4]1[CH:13]=[CH:12][C:7]([C:8]([O:10][CH3:11])=[O:9])=[CH:6][CH:5]=1.Cl.[F:17][C:18]([F:29])([F:28])[O:19][C:20]1[CH:25]=[CH:24][C:23]([NH:26][NH2:27])=[CH:22][CH:21]=1.N1C=CC=C[CH:31]=1, predict the reaction product. The product is: [F:17][C:18]([F:28])([F:29])[O:19][C:20]1[CH:21]=[CH:22][C:23]([N:26]2[CH:31]=[N:2][C:3]([C:4]3[CH:5]=[CH:6][C:7]([C:8]([O:10][CH3:11])=[O:9])=[CH:12][CH:13]=3)=[N:27]2)=[CH:24][CH:25]=1.